Dataset: Reaction yield outcomes from USPTO patents with 853,638 reactions. Task: Predict the reaction yield, written as a fraction of the theoretical maximum amount of product (1.0 means a 100% yield; for example, 0.34 means a 34% yield). (1) The reactants are [Br:1][C:2]1[CH:3]=[CH:4][C:5]([CH:8]=[O:9])=[N:6][CH:7]=1.[F:10][C:11]([Si](C)(C)C)([F:13])[F:12].[F-].C([N+](CCCC)(CCCC)CCCC)CCC. The catalyst is C1COCC1.Cl.O. The product is [Br:1][C:2]1[CH:3]=[CH:4][C:5]([CH:8]([OH:9])[C:11]([F:13])([F:12])[F:10])=[N:6][CH:7]=1. The yield is 0.650. (2) The catalyst is CN(C)C=O. The reactants are [CH3:1][N:2]([S:15]([C:18]1[S:19][CH:20]=[CH:21][CH:22]=1)(=[O:17])=[O:16])[C:3]1[CH:4]=[CH:5][CH:6]=[C:7]2[C:11]=1[NH:10][C:9]([C:12](O)=[O:13])=[CH:8]2.N1(O)C2C=CC=CC=2N=N1.Cl.CN(C)CCCN=C=NCC.[NH2:45][CH2:46][C:47]1([OH:60])[CH2:52][CH2:51][N:50]([CH2:53][C:54]2[CH:59]=[CH:58][CH:57]=[CH:56][CH:55]=2)[CH2:49][CH2:48]1.C(=O)([O-])O.[Na+]. The product is [CH2:53]([N:50]1[CH2:49][CH2:48][C:47]([CH2:46][NH:45][C:12]([C:9]2[NH:10][C:11]3[C:7]([CH:8]=2)=[CH:6][CH:5]=[CH:4][C:3]=3[N:2]([CH3:1])[S:15]([C:18]2[S:19][CH:20]=[CH:21][CH:22]=2)(=[O:16])=[O:17])=[O:13])([OH:60])[CH2:52][CH2:51]1)[C:54]1[CH:55]=[CH:56][CH:57]=[CH:58][CH:59]=1. The yield is 0.760. (3) The reactants are C1C(=O)N(Br)C(=O)C1.[Cl:9][C:10]1[N:15]=[C:14]([CH2:16][C:17]([C:19]2[C:20]([F:37])=[C:21]([NH:25][S:26]([C:29]3[CH:34]=[C:33]([F:35])[CH:32]=[CH:31][C:30]=3[F:36])(=[O:28])=[O:27])[CH:22]=[CH:23][CH:24]=2)=O)[CH:13]=[CH:12][N:11]=1.[NH2:38][C:39]([N:41]1[CH2:46][CH2:45][N:44]([C:47]([O:49][C:50]([CH3:53])([CH3:52])[CH3:51])=[O:48])[CH2:43][CH2:42]1)=[S:40].O. The catalyst is CC(N(C)C)=O. The product is [Cl:9][C:10]1[N:15]=[C:14]([C:16]2[S:40][C:39]([N:41]3[CH2:42][CH2:43][N:44]([C:47]([O:49][C:50]([CH3:53])([CH3:52])[CH3:51])=[O:48])[CH2:45][CH2:46]3)=[N:38][C:17]=2[C:19]2[CH:24]=[CH:23][CH:22]=[C:21]([NH:25][S:26]([C:29]3[CH:34]=[C:33]([F:35])[CH:32]=[CH:31][C:30]=3[F:36])(=[O:28])=[O:27])[C:20]=2[F:37])[CH:13]=[CH:12][N:11]=1. The yield is 0.450. (4) The reactants are [Br:1]Br.[CH:3]1[C:20]2[C:7](=[C:8]3[C:17](=[CH:18][CH:19]=2)[C:16]2[C:11](=[CH:12][CH:13]=[CH:14][CH:15]=2)[S:10](=[O:22])(=[O:21])[NH:9]3)[N:6]=[CH:5][CH:4]=1.C(Cl)(Cl)Cl. The catalyst is O1CCOCC1.C(Cl)(Cl)Cl. The product is [Br:1][C:19]1[CH:18]=[C:17]2[C:8](=[C:7]3[C:20]=1[CH:3]=[CH:4][CH:5]=[N:6]3)[NH:9][S:10](=[O:21])(=[O:22])[C:11]1[C:16]2=[CH:15][CH:14]=[CH:13][CH:12]=1. The yield is 0.640. (5) The reactants are C[O:2][C:3](=O)[C:4]1[CH:9]=[C:8]([Br:10])[C:7]([CH2:11][Br:12])=[C:6]([Br:13])[CH:5]=1.[H-].C([Al+]CC(C)C)C(C)C. The catalyst is O1CCCC1. The product is [Br:10][C:8]1[CH:9]=[C:4]([CH2:3][OH:2])[CH:5]=[C:6]([Br:13])[C:7]=1[CH2:11][Br:12]. The yield is 0.940.